This data is from Full USPTO retrosynthesis dataset with 1.9M reactions from patents (1976-2016). The task is: Predict the reactants needed to synthesize the given product. (1) Given the product [Cl:30][C:29]([Cl:32])([Cl:31])[CH2:28][O:27][C:25](=[O:26])[NH:17][C:7]1[N:8]([C:10]2[CH:11]=[CH:12][C:13]([CH3:16])=[CH:14][CH:15]=2)[N:9]=[C:5]([C:2]2([CH3:1])[CH2:3][CH2:4]2)[CH:6]=1, predict the reactants needed to synthesize it. The reactants are: [CH3:1][C:2]1([C:5]2[CH:6]=[C:7]([NH2:17])[N:8]([C:10]3[CH:15]=[CH:14][C:13]([CH3:16])=[CH:12][CH:11]=3)[N:9]=2)[CH2:4][CH2:3]1.N1C=CC=CC=1.Cl[C:25]([O:27][CH2:28][C:29]([Cl:32])([Cl:31])[Cl:30])=[O:26].ClC([O-])=O. (2) Given the product [S:3]([CH2:2][CH2:1][S:7]([OH:10])(=[O:9])=[O:8])([OH:6])(=[O:5])=[O:4].[F:11][C:12]1[CH:17]=[CH:16][CH:15]=[CH:14][C:13]=1[N:18]1[C:26]2[C:21](=[CH:22][CH:23]=[CH:24][CH:25]=2)[C:20]([O:27][CH:28]2[CH2:33][CH2:32][NH:31][CH2:30][CH2:29]2)=[N:19]1, predict the reactants needed to synthesize it. The reactants are: [CH2:1]([S:7]([OH:10])(=[O:9])=[O:8])[CH2:2][S:3]([OH:6])(=[O:5])=[O:4].[F:11][C:12]1[CH:17]=[CH:16][CH:15]=[CH:14][C:13]=1[N:18]1[C:26]2[C:21](=[CH:22][CH:23]=[CH:24][CH:25]=2)[C:20]([O:27][CH:28]2[CH2:33][CH2:32][NH:31][CH2:30][CH2:29]2)=[N:19]1.N#N.C(OC)(C)(C)C.